Dataset: Reaction yield outcomes from USPTO patents with 853,638 reactions. Task: Predict the reaction yield, written as a fraction of the theoretical maximum amount of product (1.0 means a 100% yield; for example, 0.34 means a 34% yield). (1) The reactants are [C:1]([C:5]1[CH:14]=[CH:13][C:8]([C:9]([O:11]C)=O)=[CH:7][CH:6]=1)([CH3:4])([CH3:3])[CH3:2].C[O-].[Na+].[CH3:18][C:19]([CH3:21])=[O:20].Cl. The catalyst is COCCOC.O. The product is [C:1]([C:5]1[CH:6]=[CH:7][C:8]([C:9]([CH2:18][C:19](=[O:20])[CH3:21])=[O:11])=[CH:13][CH:14]=1)([CH3:2])([CH3:3])[CH3:4]. The yield is 0.415. (2) The reactants are [C:1]([S:4][C:5]([CH3:45])([CH3:44])[CH:6]([NH:36]C(OC(C)(C)C)=O)[C:7]([O:9][C@H:10]([C:21]1[CH:26]=[CH:25][C:24]([O:27][CH:28]([F:30])[F:29])=[C:23]([O:31][CH2:32][CH:33]2[CH2:35][CH2:34]2)[CH:22]=1)[CH2:11][C:12]1[C:17]([Cl:18])=[CH:16][N+:15]([O-:19])=[CH:14][C:13]=1[Cl:20])=[O:8])(=[O:3])[CH3:2].Cl.O1CCOCC1. The catalyst is C(Cl)Cl. The product is [C:1]([S:4][C:5]([CH3:45])([CH3:44])[CH:6]([NH2:36])[C:7]([O:9][C@H:10]([C:21]1[CH:26]=[CH:25][C:24]([O:27][CH:28]([F:30])[F:29])=[C:23]([O:31][CH2:32][CH:33]2[CH2:35][CH2:34]2)[CH:22]=1)[CH2:11][C:12]1[C:13]([Cl:20])=[CH:14][N+:15]([O-:19])=[CH:16][C:17]=1[Cl:18])=[O:8])(=[O:3])[CH3:2]. The yield is 1.00. (3) The reactants are C1C=CC(P(C2C=CC=CC=2)C2C=CC=CC=2)=CC=1.CCN(CC)CC.C(Cl)(Cl)(Cl)Cl.[NH:32]=[C:33]([NH:35][NH:36][C:37]([C:39]1[C:44]([NH:45][C:46]2[CH:51]=[CH:50][C:49]([Br:52])=[CH:48][C:47]=2[F:53])=[C:43]([F:54])[C:42](=[O:55])[N:41]([CH3:56])[CH:40]=1)=O)[CH3:34]. The catalyst is C(Cl)Cl.C(OCC)(=O)C. The product is [Br:52][C:49]1[CH:50]=[CH:51][C:46]([NH:45][C:44]2[C:39]([C:37]3[NH:32][C:33]([CH3:34])=[N:35][N:36]=3)=[CH:40][N:41]([CH3:56])[C:42](=[O:55])[C:43]=2[F:54])=[C:47]([F:53])[CH:48]=1. The yield is 0.500. (4) The reactants are [C:1]1([S:7]([C:10]([CH:14]2[CH2:19][CH2:18][CH2:17][C:16](=O)[CH2:15]2)([CH3:13])[C:11]#[N:12])(=[O:9])=[O:8])[CH:6]=[CH:5][CH:4]=[CH:3][CH:2]=1.Cl.[CH3:22][C:23]1[CH:28]=[CH:27][C:26]([NH:29]N)=[CH:25][CH:24]=1.C([O-])(O)=O.[Na+]. The catalyst is C(O)(=O)C. The product is [C:1]1([S:7]([C:10]([CH:14]2[CH2:19][CH2:18][C:17]3[C:27]4[C:26](=[CH:25][CH:24]=[C:23]([CH3:22])[CH:28]=4)[NH:29][C:16]=3[CH2:15]2)([CH3:13])[C:11]#[N:12])(=[O:9])=[O:8])[CH:6]=[CH:5][CH:4]=[CH:3][CH:2]=1. The yield is 0.290.